Task: Regression. Given two drug SMILES strings and cell line genomic features, predict the synergy score measuring deviation from expected non-interaction effect.. Dataset: NCI-60 drug combinations with 297,098 pairs across 59 cell lines (1) Drug 1: C1=NC2=C(N=C(N=C2N1C3C(C(C(O3)CO)O)O)F)N. Drug 2: CC1=C(N=C(N=C1N)C(CC(=O)N)NCC(C(=O)N)N)C(=O)NC(C(C2=CN=CN2)OC3C(C(C(C(O3)CO)O)O)OC4C(C(C(C(O4)CO)O)OC(=O)N)O)C(=O)NC(C)C(C(C)C(=O)NC(C(C)O)C(=O)NCCC5=NC(=CS5)C6=NC(=CS6)C(=O)NCCC[S+](C)C)O. Cell line: COLO 205. Synergy scores: CSS=22.4, Synergy_ZIP=-6.89, Synergy_Bliss=0.0628, Synergy_Loewe=-2.63, Synergy_HSA=1.64. (2) Drug 1: C1=CC(=C2C(=C1NCCNCCO)C(=O)C3=C(C=CC(=C3C2=O)O)O)NCCNCCO. Drug 2: C1=CC=C(C=C1)NC(=O)CCCCCCC(=O)NO. Cell line: HT29. Synergy scores: CSS=39.3, Synergy_ZIP=4.04, Synergy_Bliss=6.67, Synergy_Loewe=0.805, Synergy_HSA=8.02. (3) Drug 1: CN1CCC(CC1)COC2=C(C=C3C(=C2)N=CN=C3NC4=C(C=C(C=C4)Br)F)OC. Drug 2: C(CC(=O)O)C(=O)CN.Cl. Cell line: LOX IMVI. Synergy scores: CSS=8.23, Synergy_ZIP=-7.27, Synergy_Bliss=-10.6, Synergy_Loewe=-9.20, Synergy_HSA=-8.02. (4) Drug 1: CCCCC(=O)OCC(=O)C1(CC(C2=C(C1)C(=C3C(=C2O)C(=O)C4=C(C3=O)C=CC=C4OC)O)OC5CC(C(C(O5)C)O)NC(=O)C(F)(F)F)O. Drug 2: CC(C)(C#N)C1=CC(=CC(=C1)CN2C=NC=N2)C(C)(C)C#N. Cell line: RXF 393. Synergy scores: CSS=17.1, Synergy_ZIP=0.798, Synergy_Bliss=6.32, Synergy_Loewe=5.79, Synergy_HSA=5.82.